This data is from Forward reaction prediction with 1.9M reactions from USPTO patents (1976-2016). The task is: Predict the product of the given reaction. (1) Given the reactants [F:1][C:2]1[CH:7]=[C:6]([F:8])[CH:5]=[CH:4][C:3]=1[C@:9]12[CH2:18][O:17][C@@H:16]([CH2:19][OH:20])[CH2:15][C@H:14]1[C@@H:13]([CH3:21])[S:12][C:11]([NH:22][C:23](=[O:30])[C:24]1[CH:29]=[CH:28][CH:27]=[CH:26][CH:25]=1)=[N:10]2.I[CH2:32][CH3:33].FC1C=C(F)C=CC=1[C@]12CO[C@@H](COC)C[C@H]1[C@@H](C)SC(NC(=O)C1C=CC=CC=1)=N2.CO, predict the reaction product. The product is: [F:1][C:2]1[CH:7]=[C:6]([F:8])[CH:5]=[CH:4][C:3]=1[C@:9]12[CH2:18][O:17][C@@H:16]([CH2:19][O:20][CH2:32][CH3:33])[CH2:15][C@H:14]1[C@@H:13]([CH3:21])[S:12][C:11]([NH:22][C:23](=[O:30])[C:24]1[CH:25]=[CH:26][CH:27]=[CH:28][CH:29]=1)=[N:10]2. (2) The product is: [C:26]([O:30][C:31]([N:33]1[CH2:34][CH:35]2[O:41][CH:39]([CH2:38][N:37]([CH2:2][CH2:3][N:4]([CH2:9][CH2:10][O:11][C:12]3[CH:17]=[CH:16][C:15]([C:18]#[N:19])=[CH:14][CH:13]=3)[S:5]([CH3:8])(=[O:7])=[O:6])[CH2:36]2)[CH2:40]1)=[O:32])([CH3:29])([CH3:27])[CH3:28]. Given the reactants Br[CH2:2][CH2:3][N:4]([CH2:9][CH2:10][O:11][C:12]1[CH:17]=[CH:16][C:15]([C:18]#[N:19])=[CH:14][CH:13]=1)[S:5]([CH3:8])(=[O:7])=[O:6].C(=O)([O-])[O-].[K+].[K+].[C:26]([O:30][C:31]([N:33]1[CH2:40][CH:39]2[O:41][CH:35]([CH2:36][NH:37][CH2:38]2)[CH2:34]1)=[O:32])([CH3:29])([CH3:28])[CH3:27], predict the reaction product. (3) Given the reactants [CH3:1][S:2]([C:5]1[CH:6]=[CH:7][C:8]([C:11]2[CH:19]=[CH:18][C:14]([C:15]([OH:17])=O)=[CH:13][CH:12]=2)=[N:9][CH:10]=1)(=[O:4])=[O:3].[C:20]([O:24][C:25]([N:27]1[CH2:32][CH2:31][CH:30]([NH:33][CH:34]2[CH2:36][CH2:35]2)[CH2:29][CH2:28]1)=[O:26])([CH3:23])([CH3:22])[CH3:21], predict the reaction product. The product is: [C:20]([O:24][C:25]([N:27]1[CH2:32][CH2:31][CH:30]([N:33]([CH:34]2[CH2:35][CH2:36]2)[C:15](=[O:17])[C:14]2[CH:13]=[CH:12][C:11]([C:8]3[CH:7]=[CH:6][C:5]([S:2]([CH3:1])(=[O:3])=[O:4])=[CH:10][N:9]=3)=[CH:19][CH:18]=2)[CH2:29][CH2:28]1)=[O:26])([CH3:23])([CH3:21])[CH3:22]. (4) Given the reactants [CH3:1][O:2][C:3](=[O:23])[C:4]1[CH:9]=[C:8]([C:10]([C:13]#[N:14])([CH3:12])[CH3:11])[CH:7]=[C:6]([O:15]CC2C=CC=CC=2)[CH:5]=1, predict the reaction product. The product is: [CH3:1][O:2][C:3](=[O:23])[C:4]1[CH:5]=[C:6]([OH:15])[CH:7]=[C:8]([C:10]([C:13]#[N:14])([CH3:12])[CH3:11])[CH:9]=1. (5) The product is: [CH3:22][S:23][CH:8]1[CH2:7][CH2:6][C:5]2([O:1][CH2:2][CH2:3][O:4]2)[CH2:10][CH2:9]1. Given the reactants [O:1]1[C:5]2([CH2:10][CH2:9][CH:8](OS(C3C=CC(C)=CC=3)(=O)=O)[CH2:7][CH2:6]2)[O:4][CH2:3][CH2:2]1.[CH3:22][S-:23].[Na+], predict the reaction product. (6) Given the reactants [CH3:1][S:2]([C:5]1[CH:10]=[CH:9][CH:8]=[CH:7][C:6]=1[S:11](Cl)(=[O:13])=[O:12])(=[O:4])=[O:3].[H-].[Na+].[C:17]([O:20][NH:21][C:22]([O:24][C:25]([CH3:28])([CH3:27])[CH3:26])=[O:23])(=[O:19])[CH3:18], predict the reaction product. The product is: [C:17]([O:20][N:21]([S:11]([C:6]1[CH:7]=[CH:8][CH:9]=[CH:10][C:5]=1[S:2]([CH3:1])(=[O:4])=[O:3])(=[O:13])=[O:12])[C:22](=[O:23])[O:24][C:25]([CH3:28])([CH3:27])[CH3:26])(=[O:19])[CH3:18]. (7) Given the reactants [CH3:1][C:2]1[C:6]2=[N:7][CH:8]=[C:9]([C:11]([F:14])([F:13])[F:12])[CH:10]=[C:5]2[S:4][C:3]=1[C:15](OCC)=[O:16].[Cl-].[Ca+2].[Cl-].[BH4-].[Na+].[Cl-].[NH4+], predict the reaction product. The product is: [CH3:1][C:2]1[C:6]2=[N:7][CH:8]=[C:9]([C:11]([F:14])([F:13])[F:12])[CH:10]=[C:5]2[S:4][C:3]=1[CH:15]=[O:16]. (8) Given the reactants [CH3:1][O:2][C:3](=[O:18])[CH2:4][C:5]1[C:6]([CH3:17])=[N:7][NH:8][C:9]=1[C:10]1[CH:15]=[CH:14][C:13]([Cl:16])=[CH:12][CH:11]=1.Br[C:20]1[S:24][CH:23]=[N:22][CH:21]=1.C(=NO)C1C(=CC=CC=1)O.C([O-])([O-])=O.[Cs+].[Cs+], predict the reaction product. The product is: [CH3:1][O:2][C:3](=[O:18])[CH2:4][C:5]1[C:6]([CH3:17])=[N:7][N:8]([C:20]2[S:24][CH:23]=[N:22][CH:21]=2)[C:9]=1[C:10]1[CH:15]=[CH:14][C:13]([Cl:16])=[CH:12][CH:11]=1.